Predict which catalyst facilitates the given reaction. From a dataset of Catalyst prediction with 721,799 reactions and 888 catalyst types from USPTO. Reactant: [CH:1]([C:4]1[CH:5]=[CH:6][C:7]2[C:12]([NH:13][C:14]3[CH:15]=[C:16]([CH:20]=[CH:21][C:22]=3[S:23][C:24]3[CH:29]=[CH:28][C:27]([O:30][CH3:31])=[CH:26][CH:25]=3)[C:17](Cl)=[O:18])=[N:11][CH:10]=[N:9][C:8]=2[N:32]=1)([CH3:3])[CH3:2].[NH2:33][C:34]1[CH:39]=[CH:38][C:37]([CH3:40])=[CH:36][CH:35]=1.C(N(CC)CC)C. Product: [CH:1]([C:4]1[CH:5]=[CH:6][C:7]2[C:12]([NH:13][C:14]3[CH:15]=[C:16]([CH:20]=[CH:21][C:22]=3[S:23][C:24]3[CH:29]=[CH:28][C:27]([O:30][CH3:31])=[CH:26][CH:25]=3)[C:17]([NH:33][C:34]3[CH:39]=[CH:38][C:37]([CH3:40])=[CH:36][CH:35]=3)=[O:18])=[N:11][CH:10]=[N:9][C:8]=2[N:32]=1)([CH3:3])[CH3:2]. The catalyst class is: 4.